Dataset: hERG Central: cardiac toxicity at 1µM, 10µM, and general inhibition. Task: Predict hERG channel inhibition at various concentrations. (1) The drug is Cc1ccc(C(=O)N2CCc3ccccc32)cc1NC(=O)c1ccco1. Results: hERG_inhib (hERG inhibition (general)): blocker. (2) The drug is O=C(Nc1ccc2c(c1)CCC2)Nc1ccccc1F. Results: hERG_inhib (hERG inhibition (general)): blocker. (3) The molecule is Cc1ccc(CNC(=O)CCC2CCCN(Cc3cccc4cccnc34)C2)o1. Results: hERG_inhib (hERG inhibition (general)): blocker. (4) The compound is O=C(CSc1nc2ccccc2c(=O)n1Cc1ccco1)NCc1ccco1. Results: hERG_inhib (hERG inhibition (general)): blocker. (5) The compound is Cl.O=C(c1ccc(Cn2ccc([N+](=O)[O-])n2)cc1)N1CCN(Cc2ccccc2)CC1. Results: hERG_inhib (hERG inhibition (general)): blocker. (6) The drug is COc1ccccc1-c1nnc2sc(COc3ccc(F)cc3)nn12. Results: hERG_inhib (hERG inhibition (general)): blocker. (7) The compound is COc1cc(OC)c2c(-c3ccccc3)cc(=O)oc2c1C(CCN1CCCCC1)c1ccc2c(c1)OCO2. Results: hERG_inhib (hERG inhibition (general)): blocker.